From a dataset of Catalyst prediction with 721,799 reactions and 888 catalyst types from USPTO. Predict which catalyst facilitates the given reaction. Reactant: C(N(CC)CC)C.[O:8]=[C:9]1[CH2:13][CH2:12][CH2:11][CH:10]1[C:14]([O:16][CH3:17])=[O:15].[F:18][C:19]([F:32])([F:31])[S:20](O[S:20]([C:19]([F:32])([F:31])[F:18])(=[O:22])=[O:21])(=[O:22])=[O:21].O. Product: [F:18][C:19]([F:32])([F:31])[S:20]([O:8][C:9]1[CH2:13][CH2:12][CH2:11][C:10]=1[C:14]([O:16][CH3:17])=[O:15])(=[O:22])=[O:21]. The catalyst class is: 4.